This data is from Full USPTO retrosynthesis dataset with 1.9M reactions from patents (1976-2016). The task is: Predict the reactants needed to synthesize the given product. (1) Given the product [C:14]1(=[O:23])[N:13]([O:12][CH2:11][CH2:10][N:9]([CH2:24][CH2:25][OH:26])[CH2:8][CH2:7][O:6][N:5]2[C:1](=[O:39])[C:2]3=[CH:38][CH:37]=[CH:36][CH:35]=[C:3]3[C:4]2=[O:34])[C:17](=[O:18])[C:16]2=[CH:19][CH:20]=[CH:21][CH:22]=[C:15]12, predict the reactants needed to synthesize it. The reactants are: [C:1]1(=[O:39])[N:5]([O:6][CH2:7][CH2:8][N:9]([CH2:24][CH2:25][O:26][Si](C(C)(C)C)(C)C)[CH2:10][CH2:11][O:12][N:13]2[C:17](=[O:18])[C:16]3=[CH:19][CH:20]=[CH:21][CH:22]=[C:15]3[C:14]2=[O:23])[C:4](=[O:34])[C:3]2=[CH:35][CH:36]=[CH:37][CH:38]=[C:2]12. (2) The reactants are: NC1C=CC(N2CCC[C@H](C(N3CCN(C)CC3)=O)C2)=CC=1OC.[CH3:25][O:26][C:27]1[CH:28]=[C:29]([N:36]([CH3:47])[C:37](=[O:46])[CH2:38][N:39]2[CH2:44][CH2:43][N:42]([CH3:45])[CH2:41][CH2:40]2)[CH:30]=[CH:31][C:32]=1[N+:33]([O-])=O. Given the product [NH2:33][C:32]1[CH:31]=[CH:30][C:29]([N:36]([CH3:47])[C:37](=[O:46])[CH2:38][N:39]2[CH2:40][CH2:41][N:42]([CH3:45])[CH2:43][CH2:44]2)=[CH:28][C:27]=1[O:26][CH3:25], predict the reactants needed to synthesize it. (3) The reactants are: [CH3:1][O:2][C:3]1[CH:4]=[C:5]([NH:13][C:14]([NH2:16])=[O:15])[CH:6]=[C:7]([O:11][CH3:12])[C:8]=1[O:9][CH3:10].C([O:19][C:20](=[O:26])[CH2:21][C:22]([CH2:24]Cl)=O)C. Given the product [CH3:1][O:2][C:3]1[CH:4]=[C:5]([NH:13][C:14](=[O:15])[NH:16][C:22]2[CH2:24][O:19][C:20](=[O:26])[CH:21]=2)[CH:6]=[C:7]([O:11][CH3:12])[C:8]=1[O:9][CH3:10], predict the reactants needed to synthesize it. (4) Given the product [NH2:1][C:2]1[N:7]=[C:6]([N:8]2[C:16]3[C:11](=[CH:12][CH:13]=[C:14]([I:17])[CH:15]=3)[C:10]([C:18]([N:46]3[CH2:49][CH:48]([OH:50])[CH2:47]3)=[O:20])=[N:9]2)[CH:5]=[CH:4][N:3]=1, predict the reactants needed to synthesize it. The reactants are: [NH2:1][C:2]1[N:7]=[C:6]([N:8]2[C:16]3[C:11](=[CH:12][CH:13]=[C:14]([I:17])[CH:15]=3)[C:10]([C:18]([OH:20])=O)=[N:9]2)[CH:5]=[CH:4][N:3]=1.CN(C(ON1N=NC2C=CC=NC1=2)=[N+](C)C)C.F[P-](F)(F)(F)(F)F.Cl.[NH:46]1[CH2:49][CH:48]([OH:50])[CH2:47]1.C(N(CC)CC)C. (5) Given the product [CH2:16]([S:18]([C:21]1[CH:51]=[CH:50][C:24]([O:25][C:26]2[C:40]([CH2:41][CH2:1][OH:4])=[CH:39][C:29]3[NH:30][C:31]([C:33]4[CH:38]=[CH:37][CH:36]=[CH:35][N:34]=4)=[N:32][C:28]=3[CH:27]=2)=[CH:23][CH:22]=1)(=[O:19])=[O:20])[CH3:17], predict the reactants needed to synthesize it. The reactants are: [C:1](=[O:4])([O-])[O-].[K+].[K+].CO.FC(F)(F)C(O)=O.[CH2:16]([S:18]([C:21]1[CH:51]=[CH:50][C:24]([O:25][C:26]2[C:40]([CH2:41]NC(=O)/C=C\C(O)=O)=[CH:39][C:29]3[NH:30][C:31]([C:33]4[CH:38]=[CH:37][CH:36]=[CH:35][N:34]=4)=[N:32][C:28]=3[CH:27]=2)=[CH:23][CH:22]=1)(=[O:20])=[O:19])[CH3:17].